This data is from Catalyst prediction with 721,799 reactions and 888 catalyst types from USPTO. The task is: Predict which catalyst facilitates the given reaction. (1) Reactant: [Cl:1][C:2]1[CH:3]=[C:4](/[CH:9]=[C:10](\[C:16]#[N:17])/[C:11]([O:13]CC)=O)[CH:5]=[CH:6][C:7]=1[Cl:8].[CH3:18][CH:19]([CH3:24])[CH2:20][C:21]([NH2:23])=[NH:22].C(=O)([O-])[O-].[K+].[K+]. Product: [Cl:1][C:2]1[CH:3]=[C:4]([C:9]2[N:23]=[C:21]([CH2:20][CH:19]([CH3:24])[CH3:18])[N:22]=[C:11]([OH:13])[C:10]=2[C:16]#[N:17])[CH:5]=[CH:6][C:7]=1[Cl:8]. The catalyst class is: 8. (2) Reactant: C(OC([N:8]1[CH2:13][CH2:12][N:11]([C:14]2[CH:19]=[CH:18][CH:17]=[C:16]([NH:20][C:21]3[S:22][C:23]([CH:26]=[CH:27][C:28]4[CH:33]=[CH:32][C:31]([O:34]C)=[CH:30][CH:29]=4)=[CH:24][N:25]=3)[CH:15]=2)[CH2:10][CH2:9]1)=O)(C)(C)C.B(Br)(Br)Br. Product: [N:11]1([C:14]2[CH:15]=[C:16]([NH:20][C:21]3[S:22][C:23]([CH:26]=[CH:27][C:28]4[CH:29]=[CH:30][C:31]([OH:34])=[CH:32][CH:33]=4)=[CH:24][N:25]=3)[CH:17]=[CH:18][CH:19]=2)[CH2:12][CH2:13][NH:8][CH2:9][CH2:10]1. The catalyst class is: 2. (3) Reactant: [CH2:1]([O:3][C:4]([C:6]1[CH:7]=[N:8][N:9]([C:12]2[CH:17]=[CH:16][C:15]([O:18]C)=[CH:14][CH:13]=2)[C:10]=1[CH3:11])=[O:5])[CH3:2].C(=O)(O)[O-].[Na+]. Product: [CH2:1]([O:3][C:4]([C:6]1[CH:7]=[N:8][N:9]([C:12]2[CH:13]=[CH:14][C:15]([OH:18])=[CH:16][CH:17]=2)[C:10]=1[CH3:11])=[O:5])[CH3:2]. The catalyst class is: 4. (4) Reactant: [CH:1]1(OS(C2C=CC(C)=CC=2)(=O)=O)[CH2:6][CH2:5][CH2:4][CH2:3][CH2:2]1.[Cl:18][C:19]1[CH:20]=[C:21]([C:25]2[N:26]=[C:27]([N:33]3[C:37]4[CH:38]=[C:39]([OH:42])[CH:40]=[CH:41][C:36]=4[N:35]=[CH:34]3)[S:28][C:29]=2[C:30]([NH2:32])=[O:31])[CH:22]=[CH:23][CH:24]=1.C(=O)([O-])[O-].[Cs+].[Cs+]. Product: [Cl:18][C:19]1[CH:20]=[C:21]([C:25]2[N:26]=[C:27]([N:33]3[C:37]4[CH:38]=[C:39]([O:42][CH:1]5[CH2:6][CH2:5][CH2:4][CH2:3][CH2:2]5)[CH:40]=[CH:41][C:36]=4[N:35]=[CH:34]3)[S:28][C:29]=2[C:30]([NH2:32])=[O:31])[CH:22]=[CH:23][CH:24]=1. The catalyst class is: 9.